Dataset: Full USPTO retrosynthesis dataset with 1.9M reactions from patents (1976-2016). Task: Predict the reactants needed to synthesize the given product. Given the product [C:9]([O:13][C:14](=[O:29])[NH:15][C:16]1[C:20]([NH:21][C:22]([O:24][C:25]([CH3:28])([CH3:27])[CH3:26])=[O:23])=[CH:19][S:18][C:17]=1[Br:8])([CH3:12])([CH3:11])[CH3:10], predict the reactants needed to synthesize it. The reactants are: C1C(=O)N([Br:8])C(=O)C1.[C:9]([O:13][C:14](=[O:29])[NH:15][C:16]1[C:20]([NH:21][C:22]([O:24][C:25]([CH3:28])([CH3:27])[CH3:26])=[O:23])=[CH:19][S:18][CH:17]=1)([CH3:12])([CH3:11])[CH3:10].